This data is from Reaction yield outcomes from USPTO patents with 853,638 reactions. The task is: Predict the reaction yield, written as a fraction of the theoretical maximum amount of product (1.0 means a 100% yield; for example, 0.34 means a 34% yield). The reactants are [C:1]([O:4][CH2:5][C:6]1[C:11]([N:12]2[CH2:24][CH2:23][N:15]3[C:16]4[CH2:17][CH2:18][CH2:19][CH2:20][C:21]=4[CH:22]=[C:14]3[C:13]2=[O:25])=[CH:10][C:9]([F:26])=[CH:8][C:7]=1B1OC(C)(C)C(C)(C)O1)(=[O:3])[CH3:2].Br[C:37]1[CH:38]=[C:39]([NH:45][C:46]2[CH:55]=[C:49]3[CH2:50][N:51]([CH3:54])[CH2:52][CH2:53][N:48]3[N:47]=2)[C:40](=[O:44])[N:41]([CH3:43])[CH:42]=1.CC(O[Na])=O.[O-]P([O-])([O-])=O.[K+].[K+].[K+]. The catalyst is CC#N.O.Cl[Pd]Cl. The product is [C:1]([O:4][CH2:5][C:6]1[C:11]([N:12]2[CH2:24][CH2:23][N:15]3[C:16]4[CH2:17][CH2:18][CH2:19][CH2:20][C:21]=4[CH:22]=[C:14]3[C:13]2=[O:25])=[CH:10][C:9]([F:26])=[CH:8][C:7]=1[C:37]1[CH:38]=[C:39]([NH:45][C:46]2[CH:55]=[C:49]3[CH2:50][N:51]([CH3:54])[CH2:52][CH2:53][N:48]3[N:47]=2)[C:40](=[O:44])[N:41]([CH3:43])[CH:42]=1)(=[O:3])[CH3:2]. The yield is 0.630.